From a dataset of Full USPTO retrosynthesis dataset with 1.9M reactions from patents (1976-2016). Predict the reactants needed to synthesize the given product. (1) Given the product [Cl:17][C:18]1[CH:23]=[CH:22][CH:21]=[CH:20][C:19]=1[S:24]([N:12]1[CH2:11][CH2:10][CH:9]([C:4]2[C:3]([C:2]([F:15])([F:1])[F:16])=[CH:8][CH:7]=[CH:6][N:5]=2)[CH2:14][CH2:13]1)(=[O:26])=[O:25], predict the reactants needed to synthesize it. The reactants are: [F:1][C:2]([F:16])([F:15])[C:3]1[C:4]([CH:9]2[CH2:14][CH2:13][NH:12][CH2:11][CH2:10]2)=[N:5][CH:6]=[CH:7][CH:8]=1.[Cl:17][C:18]1[CH:23]=[CH:22][CH:21]=[CH:20][C:19]=1[S:24](Cl)(=[O:26])=[O:25].C([O-])(O)=O.[Na+]. (2) Given the product [CH3:26][O:25][C:19]1[CH:18]=[C:17]([CH2:16][CH2:15][NH:8][CH2:9][C:10]([N:12]([CH3:14])[CH3:13])=[O:11])[CH:22]=[CH:21][C:20]=1[O:23][CH3:24], predict the reactants needed to synthesize it. The reactants are: C([N:8]([CH2:15][CH2:16][C:17]1[CH:22]=[CH:21][C:20]([O:23][CH3:24])=[C:19]([O:25][CH3:26])[CH:18]=1)[CH2:9][C:10]([N:12]([CH3:14])[CH3:13])=[O:11])C1C=CC=CC=1. (3) Given the product [Cl:17][C:12]1[CH:11]=[C:10]([CH:15]=[CH:14][C:13]=1[F:16])[CH2:9][CH:3]([C:2](=[O:7])[CH3:1])[C:4](=[O:6])[CH3:5], predict the reactants needed to synthesize it. The reactants are: [CH3:1][C:2](=[O:7])[CH2:3][C:4](=[O:6])[CH3:5].Br[CH2:9][C:10]1[CH:15]=[CH:14][C:13]([F:16])=[C:12]([Cl:17])[CH:11]=1.[Na+].[Cl-].Cl. (4) Given the product [NH3:4].[CH3:23][N:21]1[N:20]=[N:19][C:18]([C:15]2[CH:16]=[CH:17][C:12]([NH2:11])=[CH:13][CH:14]=2)=[N:22]1, predict the reactants needed to synthesize it. The reactants are: BrC1N2C=CN=C2C([NH:11][C:12]2[CH:17]=[CH:16][C:15]([C:18]3[N:19]=[N:20][N:21]([CH3:23])[N:22]=3)=[CH:14][CH:13]=2)=[N:4]C=1.CC1(C)C(C)(C)OB(C2C=NNC=2)O1.C([O-])([O-])=O.[Na+].[Na+].